From a dataset of Reaction yield outcomes from USPTO patents with 853,638 reactions. Predict the reaction yield, written as a fraction of the theoretical maximum amount of product (1.0 means a 100% yield; for example, 0.34 means a 34% yield). (1) The reactants are [F:1][C:2]([F:7])([F:6])[C:3]([OH:5])=[O:4].[NH2:8][C:9]1[C:14]([CH2:15][N:16]2[C:21]([CH3:22])=[CH:20][C:19]([O:23][CH2:24][C:25]3[CH:30]=[CH:29][C:28]([F:31])=[CH:27][C:26]=3[F:32])=[C:18]([Cl:33])[C:17]2=[O:34])=[CH:13][N:12]=[C:11]([CH3:35])[N:10]=1.C(N(CC)CC)C.C([O:46][CH2:47][C:48](Cl)=[O:49])(=O)C. The catalyst is CN(C=O)C.CN(C1C=CN=CC=1)C. The product is [F:1][C:2]([F:7])([F:6])[C:3]([OH:5])=[O:4].[Cl:33][C:18]1[C:17](=[O:34])[N:16]([CH2:15][C:14]2[C:9]([NH:8][C:47](=[O:46])[CH2:48][OH:49])=[N:10][C:11]([CH3:35])=[N:12][CH:13]=2)[C:21]([CH3:22])=[CH:20][C:19]=1[O:23][CH2:24][C:25]1[CH:30]=[CH:29][C:28]([F:31])=[CH:27][C:26]=1[F:32]. The yield is 0.0900. (2) The yield is 0.750. The product is [CH2:1]([NH:3][C:4]1[CH:9]=[C:8]([N:14]2[CH2:19][CH2:18][NH:17][CH2:16][CH2:15]2)[CH:7]=[CH:6][C:5]=1[N+:11]([O-:13])=[O:12])[CH3:2]. The reactants are [CH2:1]([NH:3][C:4]1[CH:9]=[C:8](F)[CH:7]=[CH:6][C:5]=1[N+:11]([O-:13])=[O:12])[CH3:2].[NH:14]1[CH2:19][CH2:18][NH:17][CH2:16][CH2:15]1.C([O-])([O-])=O.[K+].[K+]. The catalyst is CN(C=O)C.